Dataset: Peptide-MHC class I binding affinity with 185,985 pairs from IEDB/IMGT. Task: Regression. Given a peptide amino acid sequence and an MHC pseudo amino acid sequence, predict their binding affinity value. This is MHC class I binding data. The peptide sequence is NAKVGDDVK. The MHC is HLA-A33:01 with pseudo-sequence HLA-A33:01. The binding affinity (normalized) is 0.100.